Dataset: Full USPTO retrosynthesis dataset with 1.9M reactions from patents (1976-2016). Task: Predict the reactants needed to synthesize the given product. (1) Given the product [OH:30][C:24]([C:26]([F:29])([F:28])[F:27])=[O:25].[CH2:1]([O:5][C:6]1[N:14]=[C:13]2[C:9]([N:10]=[C:11]([O:21][CH3:22])[NH:12]2)=[C:8]([NH2:23])[N:7]=1)[CH2:2][CH2:3][CH3:4], predict the reactants needed to synthesize it. The reactants are: [CH2:1]([O:5][C:6]1[N:14]=[C:13]2[C:9]([N:10]=[C:11]([O:21][CH3:22])[N:12]2C2CCCCO2)=[C:8]([NH2:23])[N:7]=1)[CH2:2][CH2:3][CH3:4].[C:24]([OH:30])([C:26]([F:29])([F:28])[F:27])=[O:25]. (2) The reactants are: [N:1]1([C:5]2[N:10]=[CH:9][C:8]([C:11]3([OH:18])[CH2:16][CH2:15][C:14](=O)[CH2:13][CH2:12]3)=[CH:7][CH:6]=2)[CH2:4][CH2:3][CH2:2]1.[NH:19]1[CH2:23][CH2:22][C@@H:21]([NH:24][C:25]([CH2:27][NH:28][C:29](=[O:40])[C:30]2[CH:35]=[CH:34][CH:33]=[C:32]([C:36]([F:39])([F:38])[F:37])[CH:31]=2)=[O:26])[CH2:20]1.[BH-](OC(C)=O)(OC(C)=O)OC(C)=O.[Na+].C([O-])([O-])=O.[Na+].[Na+]. Given the product [N:1]1([C:5]2[N:10]=[CH:9][C:8]([C:11]3([OH:18])[CH2:16][CH2:15][CH:14]([N:19]4[CH2:23][CH2:22][C@@H:21]([NH:24][C:25](=[O:26])[CH2:27][NH:28][C:29](=[O:40])[C:30]5[CH:35]=[CH:34][CH:33]=[C:32]([C:36]([F:37])([F:39])[F:38])[CH:31]=5)[CH2:20]4)[CH2:13][CH2:12]3)=[CH:7][CH:6]=2)[CH2:4][CH2:3][CH2:2]1, predict the reactants needed to synthesize it. (3) Given the product [Cl:9][C:7]1[CH:8]=[C:3]([NH:13][C:14]2[N:19]=[CH:18][C:17]([N:20]3[CH2:25][CH2:24][N:23]([C:26](=[O:29])[CH2:27][OH:28])[CH2:22][CH2:21]3)=[CH:16][CH:15]=2)[C:4]2[N:5]([CH:10]=[CH:11][N:12]=2)[CH:6]=1, predict the reactants needed to synthesize it. The reactants are: Cl.Br[C:3]1[C:4]2[N:5]([CH:10]=[CH:11][N:12]=2)[CH:6]=[C:7]([Cl:9])[CH:8]=1.[NH2:13][C:14]1[N:19]=[CH:18][C:17]([N:20]2[CH2:25][CH2:24][N:23]([C:26](=[O:29])[CH2:27][OH:28])[CH2:22][CH2:21]2)=[CH:16][CH:15]=1.C(=O)([O-])[O-].[Cs+].[Cs+].C1(P(C2C=CC=CC=2)C2C3OC4C(=CC=CC=4P(C4C=CC=CC=4)C4C=CC=CC=4)C(C)(C)C=3C=CC=2)C=CC=CC=1.